From a dataset of Catalyst prediction with 721,799 reactions and 888 catalyst types from USPTO. Predict which catalyst facilitates the given reaction. The catalyst class is: 436. Product: [CH3:19][C:17]([N:20]1[C:24]2[N:25]=[C:26]([O:6][S:3]([C:2]([F:15])([F:14])[F:1])(=[O:5])=[O:4])[CH:27]=[C:28]([C:29]([O:31][CH2:32][CH3:33])=[O:30])[C:23]=2[C:22]([CH3:35])=[N:21]1)([CH3:16])[CH3:18]. Reactant: [F:1][C:2]([F:15])([F:14])[S:3]([O:6]S(C(F)(F)F)(=O)=O)(=[O:5])=[O:4].[CH3:16][C:17]([N:20]1[C:24]2[NH:25][C:26](=O)[CH:27]=[C:28]([C:29]([O:31][CH2:32][CH3:33])=[O:30])[C:23]=2[C:22]([CH3:35])=[N:21]1)([CH3:19])[CH3:18].